From a dataset of Forward reaction prediction with 1.9M reactions from USPTO patents (1976-2016). Predict the product of the given reaction. (1) Given the reactants [CH2:1]([C:3]1[N:7]([CH2:8][C:9]([O:11]CC)=[O:10])[N:6]=[C:5]([C:14]([F:17])([F:16])[F:15])[CH:4]=1)[CH3:2].[OH-].[Na+], predict the reaction product. The product is: [CH2:1]([C:3]1[N:7]([CH2:8][C:9]([OH:11])=[O:10])[N:6]=[C:5]([C:14]([F:17])([F:16])[F:15])[CH:4]=1)[CH3:2]. (2) Given the reactants [Cl:1][CH2:2][CH2:3][CH2:4][CH:5]([C:26]1[CH:31]=[CH:30][C:29]([F:32])=[CH:28][CH:27]=1)[C:6]([NH:8][NH:9][C:10](=O)[C:11]1[CH:16]=[CH:15][C:14]([C:17]2[O:21][C:20]([CH3:22])=[N:19][CH:18]=2)=[C:13]([O:23][CH3:24])[CH:12]=1)=[O:7].C(Cl)(Cl)(Cl)Cl.C1(P(C2C=CC=CC=2)C2C=CC=CC=2)C=CC=CC=1, predict the reaction product. The product is: [Cl:1][CH2:2][CH2:3][CH2:4][CH:5]([C:6]1[O:7][C:10]([C:11]2[CH:16]=[CH:15][C:14]([C:17]3[O:21][C:20]([CH3:22])=[N:19][CH:18]=3)=[C:13]([O:23][CH3:24])[CH:12]=2)=[N:9][N:8]=1)[C:26]1[CH:31]=[CH:30][C:29]([F:32])=[CH:28][CH:27]=1. (3) Given the reactants Br[CH2:2][C:3]1[CH:7]=[C:6]([Cl:8])[S:5][C:4]=1[Cl:9].[CH3:10][C:11]1[N:16]=[C:15]([SH:17])[N:14]=[C:13]([OH:18])[CH:12]=1.C(N(CC)CC)C, predict the reaction product. The product is: [Cl:9][C:4]1[S:5][C:6]([Cl:8])=[CH:7][C:3]=1[CH2:2][S:17][C:15]1[N:14]=[C:13]([OH:18])[CH:12]=[C:11]([CH3:10])[N:16]=1. (4) Given the reactants [C:1]([O:20][CH2:21][CH2:22][O:23][C:24]1[CH:29]=[C:28]([N+:30]([O-:32])=[O:31])[C:27]([CH:33]=[O:34])=[CH:26][C:25]=1[O:35][CH3:36])(=[O:19])[CH2:2][CH2:3][CH2:4][CH2:5][CH2:6][CH2:7][CH2:8][CH2:9][CH2:10][CH2:11][CH2:12][CH2:13][CH2:14][CH2:15][CH2:16][CH2:17][CH3:18].[CH3:37][Al](C)C, predict the reaction product. The product is: [C:1]([O:20][CH2:21][CH2:22][O:23][C:24]1[CH:29]=[C:28]([N+:30]([O-:32])=[O:31])[C:27]([CH:33]([OH:34])[CH3:37])=[CH:26][C:25]=1[O:35][CH3:36])(=[O:19])[CH2:2][CH2:3][CH2:4][CH2:5][CH2:6][CH2:7][CH2:8][CH2:9][CH2:10][CH2:11][CH2:12][CH2:13][CH2:14][CH2:15][CH2:16][CH2:17][CH3:18]. (5) Given the reactants [CH2:1]([N:8]1[C:12](=[O:13])[C:11](=[C:14]2[N:18]([CH3:19])[C:17]3[CH:20]=[C:21]([O:24]C)[CH:22]=[CH:23][C:16]=3[S:15]2)[S:10][C:9]1=[N:26][C:27]1[CH:28]=[C:29]([CH:32]=[CH:33][C:34]=1[NH:35][CH2:36][CH3:37])[C:30]#[N:31])[C:2]1[CH:7]=[CH:6][CH:5]=[CH:4][CH:3]=1.B(Br)(Br)Br.CO, predict the reaction product. The product is: [CH2:1]([N:8]1[C:12](=[O:13])[C:11](=[C:14]2[N:18]([CH3:19])[C:17]3[CH:20]=[C:21]([OH:24])[CH:22]=[CH:23][C:16]=3[S:15]2)[S:10][C:9]1=[N:26][C:27]1[CH:28]=[C:29]([CH:32]=[CH:33][C:34]=1[NH:35][CH2:36][CH3:37])[C:30]#[N:31])[C:2]1[CH:7]=[CH:6][CH:5]=[CH:4][CH:3]=1. (6) The product is: [NH2:9][C:8]1[CH:7]=[CH:6][C:5]([CH2:12][C:13]([O:15][C:16]([CH3:17])([CH3:19])[CH3:18])=[O:14])=[CH:4][C:3]=1[O:2][CH3:1]. Given the reactants [CH3:1][O:2][C:3]1[CH:4]=[C:5]([CH2:12][C:13]([O:15][C:16]([CH3:19])([CH3:18])[CH3:17])=[O:14])[CH:6]=[CH:7][C:8]=1[N+:9]([O-])=O, predict the reaction product.